Dataset: HIV replication inhibition screening data with 41,000+ compounds from the AIDS Antiviral Screen. Task: Binary Classification. Given a drug SMILES string, predict its activity (active/inactive) in a high-throughput screening assay against a specified biological target. (1) The molecule is CNc1ccc2nc(O)ccc2c1[N+](=O)[O-]. The result is 0 (inactive). (2) The drug is COc1cc2c(cc1OC)C1(c3ccccc3)ON=C(c3ccccc3)N1CS2. The result is 0 (inactive).